This data is from Full USPTO retrosynthesis dataset with 1.9M reactions from patents (1976-2016). The task is: Predict the reactants needed to synthesize the given product. (1) Given the product [CH3:32][C:33]([OH:31])([CH3:35])[CH2:34][N:6]1[CH:5]=[C:4]([N+:1]([O-:3])=[O:2])[CH:8]=[N:7]1, predict the reactants needed to synthesize it. The reactants are: [N+:1]([C:4]1[CH:5]=[N:6][NH:7][CH:8]=1)([O-:3])=[O:2].N1(C2CCCCCCCCCC2)CCCN=CCCCCC1.[O:31]1[C:33]([CH3:35])([CH3:34])[CH2:32]1. (2) The reactants are: C[O:2][C:3](=[O:30])[CH2:4][N:5]1[C:14]2[C:9](=[CH:10][C:11]([S:15][CH2:16][C:17]3[CH:21]=[C:20]([C:22]4[CH:27]=[CH:26][C:25]([Cl:28])=[CH:24][CH:23]=4)[O:19][N:18]=3)=[CH:12][CH:13]=2)[CH2:8][CH2:7][C:6]1=[O:29].ClC1C=CC(C(=O)CCCSC2C=CC(OCC(O)=O)=C3C=2CCC3)=CC=1. Given the product [Cl:28][C:25]1[CH:24]=[CH:23][C:22]([C:20]2[O:19][N:18]=[C:17]([CH2:16][S:15][C:11]3[CH:10]=[C:9]4[C:14](=[CH:13][CH:12]=3)[N:5]([CH2:4][C:3]([OH:30])=[O:2])[C:6](=[O:29])[CH2:7][CH2:8]4)[CH:21]=2)=[CH:27][CH:26]=1, predict the reactants needed to synthesize it. (3) The reactants are: [C:1]([O:5][C:6]([N:8]1[CH2:12][C@@H:11]([NH:13][C:14]([C:16]2[C:24]3[C:19](=[CH:20][CH:21]=[CH:22][CH:23]=3)[N:18]([CH:25]([CH3:27])[CH3:26])[N:17]=2)=[O:15])[CH2:10][C@H:9]1[CH2:28][C:29](O)=[O:30])=[O:7])([CH3:4])([CH3:3])[CH3:2].[CH3:32][NH:33][CH3:34]. Given the product [CH3:32][N:33]([CH3:34])[C:29](=[O:30])[CH2:28][C@@H:9]1[CH2:10][C@H:11]([NH:13][C:14]([C:16]2[C:24]3[C:19](=[CH:20][CH:21]=[CH:22][CH:23]=3)[N:18]([CH:25]([CH3:27])[CH3:26])[N:17]=2)=[O:15])[CH2:12][N:8]1[C:6]([O:5][C:1]([CH3:4])([CH3:3])[CH3:2])=[O:7], predict the reactants needed to synthesize it. (4) Given the product [NH2:12][C:13]1[N:14]=[CH:15][C:16]([C:28]2[N:32]([CH2:2][CH3:3])[N:31]=[C:30]([CH:33]3[CH2:38][CH2:37][N:36]([C:39]([O:41][C:42]([CH3:45])([CH3:44])[CH3:43])=[O:40])[CH2:35][CH2:34]3)[N:29]=2)=[N:17][C:18]=1[C:19]1[O:20][C:21]([C:24]([CH3:26])([CH3:27])[CH3:25])=[N:22][N:23]=1, predict the reactants needed to synthesize it. The reactants are: N12CCCN=C1CCC[CH2:3][CH2:2]2.[NH2:12][C:13]1[N:14]=[CH:15][C:16]([C:28]2[NH:32][N:31]=[C:30]([CH:33]3[CH2:38][CH2:37][N:36]([C:39]([O:41][C:42]([CH3:45])([CH3:44])[CH3:43])=[O:40])[CH2:35][CH2:34]3)[N:29]=2)=[N:17][C:18]=1[C:19]1[O:20][C:21]([C:24]([CH3:27])([CH3:26])[CH3:25])=[N:22][N:23]=1.ICC. (5) Given the product [CH3:30][C:20]1[CH:25]=[CH:24][C:23]([S:26]([O:18][CH2:17][CH:14]2[CH2:13][C:12]3[CH:11]=[CH:10][C:9]([Cl:19])=[C:8]([C:3]4[CH:4]=[CH:5][CH:6]=[CH:7][C:2]=4[CH3:1])[C:16]=3[O:15]2)(=[O:28])=[O:27])=[CH:22][CH:21]=1, predict the reactants needed to synthesize it. The reactants are: [CH3:1][C:2]1[CH:7]=[CH:6][CH:5]=[CH:4][C:3]=1[C:8]1[C:16]2[O:15][CH:14]([CH2:17][OH:18])[CH2:13][C:12]=2[CH:11]=[CH:10][C:9]=1[Cl:19].[C:20]1([CH3:30])[CH:25]=[CH:24][C:23]([S:26](Cl)(=[O:28])=[O:27])=[CH:22][CH:21]=1. (6) The reactants are: Br[CH2:2][C:3]([O:5][CH2:6][CH3:7])=[O:4].[CH:8]1([NH2:11])[CH2:10][CH2:9]1.C([O-])([O-])=O.[K+].[K+]. Given the product [CH:8]1([NH:11][CH2:2][C:3]([O:5][CH2:6][CH3:7])=[O:4])[CH2:10][CH2:9]1, predict the reactants needed to synthesize it. (7) Given the product [Cl:1][C:2]1[CH:3]=[C:4]([CH:9]=[C:10]([O:18][CH:19]2[CH2:20][CH2:21][CH2:22][CH2:23]2)[C:11]=1[O:12][CH:13]1[CH2:14][CH2:15][CH2:16][CH2:17]1)[C:5]([OH:7])=[O:6], predict the reactants needed to synthesize it. The reactants are: [Cl:1][C:2]1[CH:3]=[C:4]([CH:9]=[C:10]([O:18][CH:19]2[CH2:23][CH2:22][CH2:21][CH2:20]2)[C:11]=1[O:12][CH:13]1[CH2:17][CH2:16][CH2:15][CH2:14]1)[C:5]([O:7]C)=[O:6]. (8) Given the product [CH3:3][O:4][C:5](=[O:13])[CH:6]([C:19]1[CH:20]=[C:15]([Br:14])[CH:16]=[CH:17][C:18]=1[N+:21]([O-:23])=[O:22])[C:7]1[CH:8]=[CH:9][CH:10]=[CH:11][CH:12]=1, predict the reactants needed to synthesize it. The reactants are: [H-].[Na+].[CH3:3][O:4][C:5](=[O:13])[CH2:6][C:7]1[CH:12]=[CH:11][CH:10]=[CH:9][CH:8]=1.[Br:14][C:15]1[CH:20]=[CH:19][C:18]([N+:21]([O-:23])=[O:22])=[C:17](F)[CH:16]=1. (9) The reactants are: Cl[C:2]1[N:7]=[CH:6][C:5]([C:8]([NH:11][C:12](=[O:14])[CH3:13])([CH3:10])[CH3:9])=[CH:4][CH:3]=1.[Na+].[I-:16].Cl. Given the product [I:16][C:2]1[N:7]=[CH:6][C:5]([C:8]([NH:11][C:12](=[O:14])[CH3:13])([CH3:10])[CH3:9])=[CH:4][CH:3]=1, predict the reactants needed to synthesize it.